Task: Predict the reactants needed to synthesize the given product.. Dataset: Full USPTO retrosynthesis dataset with 1.9M reactions from patents (1976-2016) Given the product [O:1]1[C:8]2[CH:7]=[C:6]([C:9]([O:11][CH2:12][CH2:13][O:14][C:15](=[O:20])[CH2:16][N:25]3[CH2:26][CH2:27][N:22]([CH3:21])[CH2:23][CH2:24]3)=[O:10])[NH:5][C:4]=2[CH:3]=[CH:2]1, predict the reactants needed to synthesize it. The reactants are: [O:1]1[C:8]2[CH:7]=[C:6]([C:9]([O:11][CH2:12][CH2:13][O:14][C:15](=[O:20])[CH2:16]CCCl)=[O:10])[NH:5][C:4]=2[CH:3]=[CH:2]1.[CH3:21][N:22]1[CH2:27][CH2:26][NH:25][CH2:24][CH2:23]1.